From a dataset of Full USPTO retrosynthesis dataset with 1.9M reactions from patents (1976-2016). Predict the reactants needed to synthesize the given product. Given the product [CH2:16]([N:23]1[CH2:28][CH2:27][N:26]([CH2:2][CH2:3][CH2:4][N:5]2[C:9](=[O:10])[C:8]3[C:7](=[CH:14][CH:13]=[CH:12][CH:11]=3)[C:6]2=[O:15])[CH2:25][CH2:24]1)[C:17]1[CH:18]=[CH:19][CH:20]=[CH:21][CH:22]=1, predict the reactants needed to synthesize it. The reactants are: Br[CH2:2][CH2:3][CH2:4][N:5]1[C:9](=[O:10])[C:8]2=[CH:11][CH:12]=[CH:13][CH:14]=[C:7]2[C:6]1=[O:15].[CH2:16]([N:23]1[CH2:28][CH2:27][NH:26][CH2:25][CH2:24]1)[C:17]1[CH:22]=[CH:21][CH:20]=[CH:19][CH:18]=1.C(N(C(C)C)CC)(C)C.